From a dataset of Full USPTO retrosynthesis dataset with 1.9M reactions from patents (1976-2016). Predict the reactants needed to synthesize the given product. (1) Given the product [CH2:8]([N:15]1[CH:6]=[C:5]([CH2:4][CH2:3][CH2:2][CH2:1][OH:7])[N:17]=[N:16]1)[C:9]1[CH:14]=[CH:13][CH:12]=[CH:11][CH:10]=1, predict the reactants needed to synthesize it. The reactants are: [CH2:1]([OH:7])[CH2:2][CH2:3][CH2:4][C:5]#[CH:6].[CH2:8]([N:15]=[N+:16]=[N-:17])[C:9]1[CH:14]=[CH:13][CH:12]=[CH:11][CH:10]=1.O=C1O[C@H]([C@H](CO)O)C([O-])=C1O.[Na+]. (2) Given the product [Br:1][C:2]1[CH:9]=[CH:8][C:5]([CH:11]([O:14][CH3:15])[O:12][CH3:13])=[CH:4][C:3]=1[F:10], predict the reactants needed to synthesize it. The reactants are: [Br:1][C:2]1[CH:9]=[CH:8][C:5](C=O)=[CH:4][C:3]=1[F:10].[CH:11](OC)([O:14][CH3:15])[O:12][CH3:13].C[O-].[Na+]. (3) Given the product [CH2:1]([O:8][C@@H:9]1[C@@H:21]([O:22][CH2:23][C:24]2[CH:25]=[CH:26][CH:27]=[CH:28][CH:29]=2)[C@@H:20]([CH2:30][OH:31])[O:19][C@H:10]1[S:11][C:12]1[CH:17]=[CH:16][C:15]([CH3:18])=[CH:14][CH:13]=1)[C:2]1[CH:7]=[CH:6][CH:5]=[CH:4][CH:3]=1, predict the reactants needed to synthesize it. The reactants are: [CH2:1]([O:8][C@@H:9]1[C@@H:21]([O:22][CH2:23][C:24]2[CH:29]=[CH:28][CH:27]=[CH:26][CH:25]=2)[C@@H:20]([CH2:30][O:31]C(C2C=CC=CC=2)(C2C=CC=CC=2)C2C=CC=CC=2)[O:19][C@H:10]1[S:11][C:12]1[CH:17]=[CH:16][C:15]([CH3:18])=[CH:14][CH:13]=1)[C:2]1[CH:7]=[CH:6][CH:5]=[CH:4][CH:3]=1.CC1C=CC(S(O)(=O)=O)=CC=1. (4) Given the product [C:1]([C:3]1[CH:8]=[CH:7][C:6]([N:9]=[C:10]2[N:14]([CH2:21][CH:22]([CH3:24])[CH3:23])[C@@H:13]([CH2:15][CH:16]([CH3:17])[CH3:18])[CH2:12][S:11]2)=[C:5]([CH2:19][CH3:20])[CH:4]=1)#[N:2], predict the reactants needed to synthesize it. The reactants are: [C:1]([C:3]1[CH:8]=[CH:7][C:6]([N:9]=[C:10]2[NH:14][C@@H:13]([CH2:15][CH:16]([CH3:18])[CH3:17])[CH2:12][S:11]2)=[C:5]([CH2:19][CH3:20])[CH:4]=1)#[N:2].[CH2:21](Br)[CH:22]([CH3:24])[CH3:23]. (5) Given the product [Cl:1][C:2]1[CH:9]=[CH:8][C:5]([CH2:6][O:19][C:18]2[CH:17]=[CH:16][C:13]([CH:14]=[O:15])=[CH:12][C:11]=2[F:10])=[CH:4][CH:3]=1, predict the reactants needed to synthesize it. The reactants are: [Cl:1][C:2]1[CH:9]=[CH:8][C:5]([CH2:6]Br)=[CH:4][CH:3]=1.[F:10][C:11]1[CH:12]=[C:13]([CH:16]=[CH:17][C:18]=1[OH:19])[CH:14]=[O:15]. (6) Given the product [CH3:25][CH:2]([CH3:1])[CH2:3][C:4](=[O:24])[CH2:5][CH2:6][CH2:7][N:8]1[C:20]2[C:19]3[CH:18]=[CH:17][CH:16]=[CH:15][C:14]=3[N+:13]([O-:34])=[CH:12][C:11]=2[N:10]=[C:9]1[CH2:21][CH2:22][CH3:23], predict the reactants needed to synthesize it. The reactants are: [CH3:1][CH:2]([CH3:25])[CH2:3][C:4](=[O:24])[CH2:5][CH2:6][CH2:7][N:8]1[C:20]2[C:19]3[CH:18]=[CH:17][CH:16]=[CH:15][C:14]=3[N:13]=[CH:12][C:11]=2[N:10]=[C:9]1[CH2:21][CH2:22][CH3:23].C1C=C(Cl)C=C(C(OO)=[O:34])C=1. (7) Given the product [CH:5]([C:4]1[CH:7]=[C:8]([CH3:11])[C:9]([O:10][C:13]([CH3:22])([CH3:21])[C:14]([O:16][C:17]([CH3:20])([CH3:19])[CH3:18])=[O:15])=[C:2]([CH3:1])[CH:3]=1)=[O:6], predict the reactants needed to synthesize it. The reactants are: [CH3:1][C:2]1[CH:3]=[C:4]([CH:7]=[C:8]([CH3:11])[C:9]=1[OH:10])[CH:5]=[O:6].Br[C:13]([CH3:22])([CH3:21])[C:14]([O:16][C:17]([CH3:20])([CH3:19])[CH3:18])=[O:15].C(=O)([O-])[O-].[K+].[K+].